This data is from Forward reaction prediction with 1.9M reactions from USPTO patents (1976-2016). The task is: Predict the product of the given reaction. (1) Given the reactants [CH3:1][N:2]([CH2:13][C:14]1[NH:18][C:17]2[CH:19]=[CH:20][CH:21]=[C:22]([C:23]([OH:25])=O)[C:16]=2[N:15]=1)[CH:3]1[C:12]2[N:11]=[CH:10][CH:9]=[CH:8][C:7]=2[CH2:6][CH2:5][CH2:4]1.O=C1N(P(Cl)(N2CCOC2=O)=O)CCO1.[NH:41]1[CH2:46][CH2:45][CH:44]([NH:47]C(=O)OC(C)(C)C)[CH2:43][CH2:42]1.C(N(CC)C(C)C)(C)C, predict the reaction product. The product is: [NH2:47][CH:44]1[CH2:45][CH2:46][N:41]([C:23]([C:22]2[C:16]3[N:15]=[C:14]([CH2:13][N:2]([CH3:1])[CH:3]4[C:12]5[N:11]=[CH:10][CH:9]=[CH:8][C:7]=5[CH2:6][CH2:5][CH2:4]4)[NH:18][C:17]=3[CH:19]=[CH:20][CH:21]=2)=[O:25])[CH2:42][CH2:43]1. (2) Given the reactants [Si]([O:8][CH2:9][CH2:10][CH2:11][CH2:12][CH2:13][CH2:14][CH2:15][C:16]1[CH:17]=[N:18][CH:19]=[CH:20][CH:21]=1)(C(C)(C)C)(C)C.[F-].C([N+](CCCC)(CCCC)CCCC)CCC, predict the reaction product. The product is: [N:18]1[CH:19]=[CH:20][CH:21]=[C:16]([CH2:15][CH2:14][CH2:13][CH2:12][CH2:11][CH2:10][CH2:9][OH:8])[CH:17]=1.